Predict which catalyst facilitates the given reaction. From a dataset of Catalyst prediction with 721,799 reactions and 888 catalyst types from USPTO. (1) Reactant: [H-].[Na+].[F:3][C:4]([F:44])([F:43])[C:5]1[CH:6]=[C:7]([CH:36]=[C:37]([C:39]([F:42])([F:41])[F:40])[CH:38]=1)[CH2:8][N:9]([C:31]1[N:32]=[N:33][NH:34][N:35]=1)[C@@H:10]1[C:19]2[C:14](=[CH:15][CH:16]=[C:17]([C:20]([F:23])([F:22])[F:21])[CH:18]=2)[N:13]([C:24]([O:26][CH2:27][CH3:28])=[O:25])[C@H:12]([CH2:29][CH3:30])[CH2:11]1.Br[CH2:46][CH2:47][CH3:48]. Product: [F:40][C:39]([F:42])([F:41])[C:37]1[CH:36]=[C:7]([CH:6]=[C:5]([C:4]([F:43])([F:3])[F:44])[CH:38]=1)[CH2:8][N:9]([C:31]1[N:32]=[N:33][N:34]([CH2:46][CH2:47][CH3:48])[N:35]=1)[C@@H:10]1[C:19]2[C:14](=[CH:15][CH:16]=[C:17]([C:20]([F:21])([F:22])[F:23])[CH:18]=2)[N:13]([C:24]([O:26][CH2:27][CH3:28])=[O:25])[C@H:12]([CH2:29][CH3:30])[CH2:11]1. The catalyst class is: 3. (2) Reactant: C(OC([N:8]1[CH2:12][CH2:11][CH:10]([C:13](=[O:38])[NH:14][C:15]2[CH:20]=[CH:19][C:18]([N:21]3[CH:26]=[CH:25][C:24]4[CH:27]=[C:28]([C:30]5[CH:35]=[CH:34][C:33]([Cl:36])=[CH:32][CH:31]=5)[S:29][C:23]=4[C:22]3=[O:37])=[CH:17][CH:16]=2)[CH2:9]1)=O)(C)(C)C. Product: [Cl:36][C:33]1[CH:34]=[CH:35][C:30]([C:28]2[S:29][C:23]3[C:22](=[O:37])[N:21]([C:18]4[CH:17]=[CH:16][C:15]([NH:14][C:13]([CH:10]5[CH2:11][CH2:12][NH:8][CH2:9]5)=[O:38])=[CH:20][CH:19]=4)[CH:26]=[CH:25][C:24]=3[CH:27]=2)=[CH:31][CH:32]=1. The catalyst class is: 2. (3) Reactant: [O:1]([C:8]1[CH:9]=[C:10]([C:14]2[CH:18]=[C:17]([CH2:19][CH2:20][CH:21]=O)[O:16][N:15]=2)[CH:11]=[CH:12][CH:13]=1)[C:2]1[CH:7]=[CH:6][CH:5]=[CH:4][CH:3]=1.[C:23]1([N:29]2[CH2:34][CH2:33][NH:32][CH2:31][CH2:30]2)[CH:28]=[CH:27][CH:26]=[CH:25][CH:24]=1.[BH-](OC(C)=O)(OC(C)=O)OC(C)=O.[Na+]. Product: [O:1]([C:8]1[CH:13]=[CH:12][CH:11]=[C:10]([C:14]2[CH:18]=[C:17]([CH2:19][CH2:20][CH2:21][N:32]3[CH2:33][CH2:34][N:29]([C:23]4[CH:28]=[CH:27][CH:26]=[CH:25][CH:24]=4)[CH2:30][CH2:31]3)[O:16][N:15]=2)[CH:9]=1)[C:2]1[CH:3]=[CH:4][CH:5]=[CH:6][CH:7]=1. The catalyst class is: 2. (4) Reactant: [CH3:1][C:2]1[CH:31]=[CH:30][C:29]([CH3:32])=[CH:28][C:3]=1[C:4]([C:6]1[CH:14]=[C:13]([C:15]([OH:17])=[O:16])[C:12]([C:18](=O)[C:19]2[CH:24]=[C:23]([CH3:25])[CH:22]=[CH:21][C:20]=2[CH3:26])=[CH:11][C:7]=1[C:8]([OH:10])=[O:9])=O.[H][H]. Product: [CH3:1][C:2]1[CH:31]=[CH:30][C:29]([CH3:32])=[CH:28][C:3]=1[CH2:4][C:6]1[CH:14]=[C:13]([C:15]([OH:17])=[O:16])[C:12]([CH2:18][C:19]2[CH:24]=[C:23]([CH3:25])[CH:22]=[CH:21][C:20]=2[CH3:26])=[CH:11][C:7]=1[C:8]([OH:10])=[O:9]. The catalyst class is: 312.